Dataset: Peptide-MHC class II binding affinity with 134,281 pairs from IEDB. Task: Regression. Given a peptide amino acid sequence and an MHC pseudo amino acid sequence, predict their binding affinity value. This is MHC class II binding data. (1) The peptide sequence is DNACKRTYSDRGWGN. The MHC is DRB1_0405 with pseudo-sequence DRB1_0405. The binding affinity (normalized) is 0. (2) The peptide sequence is RLLDILEAIKLIRKK. The MHC is DRB1_0701 with pseudo-sequence DRB1_0701. The binding affinity (normalized) is 0.771.